From a dataset of Forward reaction prediction with 1.9M reactions from USPTO patents (1976-2016). Predict the product of the given reaction. (1) Given the reactants [CH3:1][C:2]([CH3:12])([CH2:6][CH2:7][CH2:8][CH2:9][CH2:10][CH3:11])[C:3](O)=[O:4].C(Cl)(=O)C([Cl:16])=O, predict the reaction product. The product is: [CH3:1][C:2]([CH3:12])([CH2:6][CH2:7][CH2:8][CH2:9][CH2:10][CH3:11])[C:3]([Cl:16])=[O:4]. (2) Given the reactants [NH2:1][C:2]1[C:7]2[C:8]([C:11]3[CH:16]=[CH:15][C:14]([NH:17][C:18](=[O:24])[O:19][C:20]([CH3:23])([CH3:22])[CH3:21])=[CH:13][CH:12]=3)=[CH:9][S:10][C:6]=2[C:5](I)=[CH:4][N:3]=1.[N:26]1[CH:31]=[CH:30][C:29](B(O)O)=[CH:28][CH:27]=1.C([O-])([O-])=O.[Na+].[Na+], predict the reaction product. The product is: [NH2:1][C:2]1[C:7]2[C:8]([C:11]3[CH:16]=[CH:15][C:14]([NH:17][C:18](=[O:24])[O:19][C:20]([CH3:23])([CH3:22])[CH3:21])=[CH:13][CH:12]=3)=[CH:9][S:10][C:6]=2[C:5]([C:29]2[CH:30]=[CH:31][N:26]=[CH:27][CH:28]=2)=[CH:4][N:3]=1. (3) Given the reactants C1(C2C(O[C@@H]3CCCN([C@H](C4C=C(Cl)C=C(Cl)C=4)C)C3)=CC(F)=C(C=2)C(OC)=O)CC1.[Cl:32][C:33]1[CH:38]=[C:37]([F:39])[CH:36]=[CH:35][C:34]=1[C@@H:40]([N:42]1[CH2:47][CH2:46][CH2:45][C@@H:44]([O:48][C:49]2[C:58]([CH:59]3[CH2:61][CH2:60]3)=[CH:57][C:52]([C:53]([O:55]C)=[O:54])=[C:51]([F:62])[CH:50]=2)[CH2:43]1)[CH3:41], predict the reaction product. The product is: [Cl:32][C:33]1[CH:38]=[C:37]([F:39])[CH:36]=[CH:35][C:34]=1[C@@H:40]([N:42]1[CH2:47][CH2:46][CH2:45][C@@H:44]([O:48][C:49]2[C:58]([CH:59]3[CH2:61][CH2:60]3)=[CH:57][C:52]([C:53]([OH:55])=[O:54])=[C:51]([F:62])[CH:50]=2)[CH2:43]1)[CH3:41].